From a dataset of Reaction yield outcomes from USPTO patents with 853,638 reactions. Predict the reaction yield, written as a fraction of the theoretical maximum amount of product (1.0 means a 100% yield; for example, 0.34 means a 34% yield). (1) The reactants are [S:1](=[O:33])(=[O:32])([O:3][CH2:4][C@@H:5]1[C@@H:12]2[C@@H:8]([O:9]C(C)(C)[O:11]2)[C@H:7]([NH:15][C:16]2[CH:21]=[C:20]([NH:22][C@@H:23]3[C:31]4[C:26](=[CH:27][CH:28]=[CH:29][CH:30]=4)[CH2:25][CH2:24]3)[N:19]=[CH:18][N:17]=2)[CH2:6]1)[NH2:2].FC(F)(F)C(O)=O.O. No catalyst specified. The product is [S:1](=[O:33])(=[O:32])([O:3][CH2:4][C@H:5]1[CH2:6][C@@H:7]([NH:15][C:16]2[CH:21]=[C:20]([NH:22][C@@H:23]3[C:31]4[C:26](=[CH:27][CH:28]=[CH:29][CH:30]=4)[CH2:25][CH2:24]3)[N:19]=[CH:18][N:17]=2)[C@H:8]([OH:9])[C@@H:12]1[OH:11])[NH2:2]. The yield is 0.490. (2) The reactants are [Br:1][C:2]1[CH:3]=[C:4]2[C:8](=[CH:9][CH:10]=1)NC=[C:5]2C=O.P([O-])([O-])(O)=O.[NH4+:18].[NH4+].[N+:20]([CH2:23][CH2:24][CH3:25])([O-])=O. The catalyst is C(O)(=O)C. The product is [Br:1][C:2]1[CH:10]=[C:9]2[C:8](=[C:4]([CH3:5])[CH:3]=1)[NH:20][CH:23]=[C:24]2[C:25]#[N:18]. The yield is 0.870. (3) The reactants are Cl.[C:2]1(=[O:12])[C:6]2([CH2:11][CH2:10][NH:9][CH2:8][CH2:7]2)[CH2:5][CH2:4][NH:3]1.C(N(CC)CC)C.[Cl:20][C:21]1[CH:22]=[C:23]([S:32](Cl)(=[O:34])=[O:33])[CH:24]=[CH:25][C:26]=1[O:27][C:28]([F:31])([F:30])[F:29]. The catalyst is ClCCl. The product is [Cl:20][C:21]1[CH:22]=[C:23]([S:32]([N:9]2[CH2:10][CH2:11][C:6]3([C:2](=[O:12])[NH:3][CH2:4][CH2:5]3)[CH2:7][CH2:8]2)(=[O:33])=[O:34])[CH:24]=[CH:25][C:26]=1[O:27][C:28]([F:30])([F:29])[F:31]. The yield is 0.660. (4) The reactants are C[N:2](C)[CH:3]=[CH:4][C:5](=[C:8]([C:11]#[N:12])[C:9]#[N:10])[O:6][CH3:7]. The catalyst is [NH4+].[OH-]. The product is [NH2:12][C:11]1[N:2]=[CH:3][CH:4]=[C:5]([O:6][CH3:7])[C:8]=1[C:9]#[N:10]. The yield is 0.760.